Dataset: Catalyst prediction with 721,799 reactions and 888 catalyst types from USPTO. Task: Predict which catalyst facilitates the given reaction. (1) Reactant: N[C:2]1[S:3][C:4]([C:13]([O:15][CH2:16][CH3:17])=[O:14])=[C:5]([C:7]2[N:12]=[CH:11][CH:10]=[CH:9][N:8]=2)[N:6]=1.[ClH:18].N([O-])=O.[Na+].NC(N)=O. Product: [Cl:18][C:2]1[S:3][C:4]([C:13]([O:15][CH2:16][CH3:17])=[O:14])=[C:5]([C:7]2[N:12]=[CH:11][CH:10]=[CH:9][N:8]=2)[N:6]=1. The catalyst class is: 86. (2) Reactant: Br[CH2:2][CH2:3][CH2:4][CH2:5][C:6]([CH3:13])([CH3:12])[C:7]([O:9][CH2:10][CH3:11])=[O:8].[C:14]1(=[O:24])[NH:18][C:17](=[O:19])[C:16]2=[CH:20][CH:21]=[CH:22][CH:23]=[C:15]12.[K]. Product: [CH2:10]([O:9][C:7](=[O:8])[C:6]([CH3:13])([CH3:12])[CH2:5][CH2:4][CH2:3][CH2:2][N:18]1[C:17](=[O:19])[C:16]2=[CH:20][CH:21]=[CH:22][CH:23]=[C:15]2[C:14]1=[O:24])[CH3:11]. The catalyst class is: 3. (3) Reactant: C([N:8]1[CH2:13][CH2:12][CH:11]([NH:14][C:15]([NH:17][C:18]2[CH:23]=[CH:22][C:21]([O:24][C:25]3[C:34]4[C:29](=[CH:30][C:31]([O:37][CH3:38])=[C:32]([O:35][CH3:36])[CH:33]=4)[N:28]=[CH:27][CH:26]=3)=[CH:20][CH:19]=2)=[O:16])[CH2:10][CH2:9]1)C1C=CC=CC=1.ClC(OC(Cl)C)=O. Product: [CH3:36][O:35][C:32]1[CH:33]=[C:34]2[C:29](=[CH:30][C:31]=1[O:37][CH3:38])[N:28]=[CH:27][CH:26]=[C:25]2[O:24][C:21]1[CH:22]=[CH:23][C:18]([NH:17][C:15]([NH:14][CH:11]2[CH2:12][CH2:13][NH:8][CH2:9][CH2:10]2)=[O:16])=[CH:19][CH:20]=1. The catalyst class is: 26. (4) Reactant: [CH2:1]([O:8][C:9]([NH:11][C:12]1([CH:16]([CH3:20])[C:17]([OH:19])=[O:18])[CH2:15][O:14][CH2:13]1)=[O:10])[C:2]1[CH:7]=[CH:6][CH:5]=[CH:4][CH:3]=1.C(N(CC)CC)C.Br[CH2:29][C:30]([C:32]1[CH:37]=[CH:36][C:35]([C:38]([F:41])([F:40])[F:39])=[CH:34][CH:33]=1)=[O:31]. The catalyst class is: 13. Product: [CH2:1]([O:8][C:9]([NH:11][C:12]1([CH:16]([CH3:20])[C:17]([O:19][CH2:29][C:30](=[O:31])[C:32]2[CH:33]=[CH:34][C:35]([C:38]([F:39])([F:40])[F:41])=[CH:36][CH:37]=2)=[O:18])[CH2:13][O:14][CH2:15]1)=[O:10])[C:2]1[CH:7]=[CH:6][CH:5]=[CH:4][CH:3]=1. (5) The catalyst class is: 17. Product: [O:15]([C:7]1[CH:6]=[C:5]([C:1]([CH3:4])([CH3:3])[CH3:2])[CH:10]=[C:9]([C:11]([CH3:14])([CH3:13])[CH3:12])[CH:8]=1)[S:18]([C:17]([F:30])([F:29])[F:16])(=[O:20])=[O:19]. Reactant: [C:1]([C:5]1[CH:6]=[C:7]([OH:15])[CH:8]=[C:9]([C:11]([CH3:14])([CH3:13])[CH3:12])[CH:10]=1)([CH3:4])([CH3:3])[CH3:2].[F:16][C:17]([F:30])([F:29])[S:18](O[S:18]([C:17]([F:30])([F:29])[F:16])(=[O:20])=[O:19])(=[O:20])=[O:19].O. (6) Reactant: C[C@@H]1O[C@@H](OC(C[C@H](CC(O[C@H](CC(O[C@@H:37]2[C@@H:44]([C:45]([OH:47])=[O:46])[N:43]([CH3:48])[C:41](=[O:42])[C@H:40]([C@H:49]([O:65][C@@H:66]3[O:70][C@H:69]([CH2:71][NH2:72])[C@@H:68]([OH:73])[C@H:67]3[OH:74])[C@H:50]3[O:54][C@@H:53]([N:55]4[C:61](=[O:62])[NH:60][C:58](=[O:59])[CH:57]=[CH:56]4)[C@H:52]([OH:63])[C@@H:51]3[OH:64])[N:39]([CH3:75])[CH2:38]2)=O)CCCCCCCCCCCC(C)C)=O)C)=O)[C@H](OC)[C@H](OC)[C@H]1OC. The catalyst class is: 15. Product: [CH3:75][N:39]1[C@@H:40]([CH:49]([O:65][C@@H:66]2[O:70][C@H:69]([CH2:71][NH2:72])[C@@H:68]([OH:73])[C@H:67]2[OH:74])[C@H:50]2[O:54][C@@H:53]([N:55]3[C:61](=[O:62])[NH:60][C:58](=[O:59])[CH:57]=[CH:56]3)[C@H:52]([OH:63])[C@@H:51]2[OH:64])[C:41](=[O:42])[N:43]([CH3:48])[C:44]([C:45]([OH:47])=[O:46])=[CH:37][CH2:38]1. (7) Reactant: [OH2:1].O.Cl[Sn]Cl.[NH2:6][C:7]1[CH:8]=[C:9]([CH:13]=[CH:14][C:15]=1[CH2:16][NH:17][CH2:18][CH2:19][CH2:20][N:21]1[CH2:25][CH2:24][CH2:23][C:22]1=[O:26])[C:10](N)=[O:11]. Product: [NH2:6][C:7]1[CH:8]=[C:9]([CH:13]=[CH:14][C:15]=1[CH2:16][NH:17][CH2:18][CH2:19][CH2:20][N:21]1[CH2:25][CH2:24][CH2:23][C:22]1=[O:26])[C:10]([OH:1])=[O:11]. The catalyst class is: 37. (8) Reactant: O=C1C2C(=CC=CC=2)C(=O)[N:3]1[CH2:12][CH2:13][S:14][C:15]1[S:19][C:18]([NH:20][S:21]([C:24]2[CH:29]=[CH:28][C:27]([C:30]3[CH:35]=[CH:34][CH:33]=[CH:32][CH:31]=3)=[CH:26][CH:25]=2)(=[O:23])=[O:22])=[N:17][N:16]=1.O.NN. Product: [NH2:3][CH2:12][CH2:13][S:14][C:15]1[S:19][C:18]([NH:20][S:21]([C:24]2[CH:29]=[CH:28][C:27]([C:30]3[CH:35]=[CH:34][CH:33]=[CH:32][CH:31]=3)=[CH:26][CH:25]=2)(=[O:23])=[O:22])=[N:17][N:16]=1. The catalyst class is: 5. (9) Reactant: CCN(C(C)C)C(C)C.[Cl:10][C:11]1[CH:19]=[CH:18][C:17]([C:20]([F:23])([F:22])[F:21])=[CH:16][C:12]=1[C:13]([OH:15])=O.C1C=CC2N(O)N=NC=2C=1.CCN=C=NCCCN(C)C.Cl.[O:46]=[C:47]([N:64]1[CH2:69][CH2:68][NH:67][CH2:66][CH2:65]1)[CH2:48][NH:49][C:50]([C:52]1[CH:57]=[CH:56][C:55]([C:58]2[CH:63]=[CH:62][CH:61]=[CH:60][CH:59]=2)=[CH:54][CH:53]=1)=[O:51]. Product: [Cl:10][C:11]1[CH:19]=[CH:18][C:17]([C:20]([F:23])([F:22])[F:21])=[CH:16][C:12]=1[C:13]([N:67]1[CH2:66][CH2:65][N:64]([C:47](=[O:46])[CH2:48][NH:49][C:50]([C:52]2[CH:57]=[CH:56][C:55]([C:58]3[CH:63]=[CH:62][CH:61]=[CH:60][CH:59]=3)=[CH:54][CH:53]=2)=[O:51])[CH2:69][CH2:68]1)=[O:15]. The catalyst class is: 18. (10) Reactant: [CH:1]([O:4][C:5]1[CH:6]=[CH:7][C:8]([C:12]([O-:14])=[O:13])=[N:9][C:10]=1[CH3:11])([CH3:3])[CH3:2].[Li+].[OH-].O.CCOC(C)=O. Product: [CH:1]([O:4][C:5]1[CH:6]=[CH:7][C:8]([C:12]([OH:14])=[O:13])=[N:9][C:10]=1[CH3:11])([CH3:3])[CH3:2]. The catalyst class is: 20.